Dataset: Reaction yield outcomes from USPTO patents with 853,638 reactions. Task: Predict the reaction yield, written as a fraction of the theoretical maximum amount of product (1.0 means a 100% yield; for example, 0.34 means a 34% yield). The reactants are C([O:7][CH2:8][CH2:9][O:10][C:11]1[CH:16]=[CH:15][C:14](/[C:17](/[C:28]2[CH:33]=[CH:32][CH:31]=[CH:30][CH:29]=2)=[C:18](\[C:22]2[CH:27]=[CH:26][CH:25]=[CH:24][CH:23]=2)/[CH2:19][CH2:20][Cl:21])=[CH:13][CH:12]=1)(=O)C(C)(C)C.[H-].[Al+3].[Li+].[H-].[H-].[H-]. The catalyst is C1(C)C=CC=CC=1. The product is [CH:25]1[CH:26]=[CH:27][C:22](/[C:18](/[CH2:19][CH2:20][Cl:21])=[C:17](\[C:14]2[CH:15]=[CH:16][C:11]([O:10][CH2:9][CH2:8][OH:7])=[CH:12][CH:13]=2)/[C:28]2[CH:29]=[CH:30][CH:31]=[CH:32][CH:33]=2)=[CH:23][CH:24]=1. The yield is 0.610.